Dataset: Full USPTO retrosynthesis dataset with 1.9M reactions from patents (1976-2016). Task: Predict the reactants needed to synthesize the given product. (1) Given the product [Br:3][C:4]1[N:5]([C:18]2[C:27]3[C:22](=[CH:23][CH:24]=[CH:25][CH:26]=3)[C:21]([CH:28]3[CH2:30][CH2:29]3)=[CH:20][CH:19]=2)[C:6]([S:9][C:10]([CH3:17])([CH3:16])[C:11]([OH:13])=[O:12])=[N:7][N:8]=1, predict the reactants needed to synthesize it. The reactants are: [OH-].[Li+].[Br:3][C:4]1[N:5]([C:18]2[C:27]3[C:22](=[CH:23][CH:24]=[CH:25][CH:26]=3)[C:21]([CH:28]3[CH2:30][CH2:29]3)=[CH:20][CH:19]=2)[C:6]([S:9][C:10]([CH3:17])([CH3:16])[C:11]([O:13]CC)=[O:12])=[N:7][N:8]=1. (2) Given the product [C:1]([O:5][C:6](=[O:34])[CH2:7][O:8][C:9]1[CH:14]=[CH:13][C:12]([SH:15])=[CH:11][C:10]=1[CH3:33])([CH3:4])([CH3:3])[CH3:2], predict the reactants needed to synthesize it. The reactants are: [C:1]([O:5][C:6](=[O:34])[CH2:7][O:8][C:9]1[CH:14]=[CH:13][C:12]([S:15][S:15][C:12]2[CH:13]=[CH:14][C:9]([O:8][CH2:7][C:6]([O:5][C:1]([CH3:3])([CH3:2])[CH3:4])=[O:34])=[C:10]([CH3:33])[CH:11]=2)=[CH:11][C:10]=1[CH3:33])([CH3:4])([CH3:3])[CH3:2].C(O)(=O)C. (3) Given the product [F:1][C:2]1[CH:3]=[C:4]([CH:8]([C:15]2[CH:20]=[CH:19][CH:18]=[C:17]([F:21])[CH:16]=2)[CH2:9][C:10]([O:12][CH2:13][CH3:14])=[O:11])[CH:5]=[CH:6][CH:7]=1, predict the reactants needed to synthesize it. The reactants are: [F:1][C:2]1[CH:3]=[C:4]([C:8]([C:15]2[CH:20]=[CH:19][CH:18]=[C:17]([F:21])[CH:16]=2)=[CH:9][C:10]([O:12][CH2:13][CH3:14])=[O:11])[CH:5]=[CH:6][CH:7]=1.